From a dataset of Reaction yield outcomes from USPTO patents with 853,638 reactions. Predict the reaction yield, written as a fraction of the theoretical maximum amount of product (1.0 means a 100% yield; for example, 0.34 means a 34% yield). (1) The reactants are [OH-].[K+].[Br:3][C:4]1[CH:5]=[CH:6][C:7]2[NH:8][C:9]3[C:14]([C:15]=2[CH:16]=1)=[CH:13][C:12]([Br:17])=[CH:11][CH:10]=3.[CH2:18]([CH:20]1[O:22][CH2:21]1)Br. The catalyst is CN(C=O)C. The product is [Br:17][C:12]1[CH:11]=[CH:10][C:9]2[N:8]([CH2:18][CH:20]3[CH2:21][O:22]3)[C:7]3[C:15]([C:14]=2[CH:13]=1)=[CH:16][C:4]([Br:3])=[CH:5][CH:6]=3. The yield is 0.660. (2) The reactants are [CH:1]([OH:3])=O.C(OC(=O)C)(=O)C.Cl.[NH2:12][CH2:13][C:14]1[CH:19]=[CH:18][C:17]([C:20]([N:22]2[CH2:31][C:30]3[CH:29]=[N:28][N:27]([CH3:32])[C:26]=3[NH:25][C:24]3[CH:33]=[C:34]([CH3:37])[CH:35]=[CH:36][C:23]2=3)=[O:21])=[CH:16][C:15]=1[F:38].O. The catalyst is C(Cl)(Cl)Cl. The product is [CH3:32][N:27]1[C:26]2[NH:25][C:24]3[CH:33]=[C:34]([CH3:37])[CH:35]=[CH:36][C:23]=3[N:22]([C:20]([C:17]3[CH:18]=[CH:19][C:14]([CH2:13][NH:12][CH:1]=[O:3])=[C:15]([F:38])[CH:16]=3)=[O:21])[CH2:31][C:30]=2[CH:29]=[N:28]1. The yield is 0.400. (3) The reactants are [C:1]1([CH3:35])[CH:6]=[CH:5][CH:4]=[CH:3][C:2]=1[NH:7][C:8]([NH:10]/[N:11]=[CH:12]/[C:13]1[CH:18]=[CH:17][C:16]([C:19]2[N:23]=[CH:22][N:21]([C:24]3[CH:29]=[CH:28][C:27]([O:30][C:31]([F:34])([F:33])[F:32])=[CH:26][CH:25]=3)[N:20]=2)=[CH:15][CH:14]=1)=[S:9].[CH2:36](N(CC)CC)C.Cl[CH2:44][C:45](=O)[CH3:46].O. The catalyst is CC(=O)CC. The product is [CH3:35][C:1]1[CH:6]=[CH:5][CH:4]=[C:3]([CH3:36])[C:2]=1[N:7]1[C:45]([CH3:46])=[CH:44][S:9]/[C:8]/1=[N:10]/[N:11]=[CH:12]\[C:13]1[CH:14]=[CH:15][C:16]([C:19]2[N:23]=[CH:22][N:21]([C:24]3[CH:29]=[CH:28][C:27]([O:30][C:31]([F:32])([F:33])[F:34])=[CH:26][CH:25]=3)[N:20]=2)=[CH:17][CH:18]=1. The yield is 0.830. (4) The reactants are [H-].[Na+].[CH2:3]([C@@:6]1([C:28]2[CH:33]=[CH:32][C:31]([F:34])=[CH:30][CH:29]=2)[O:11][C:10](=[O:12])[N:9]([C@H:13]([C:15]2[CH:20]=[CH:19][C:18]([C:21]3[CH:26]=[CH:25][C:24](=[O:27])[NH:23][CH:22]=3)=[CH:17][CH:16]=2)[CH3:14])[CH2:8][CH2:7]1)[CH:4]=[CH2:5].[CH3:35]I. The catalyst is C1COCC1. The product is [CH2:3]([C@@:6]1([C:28]2[CH:33]=[CH:32][C:31]([F:34])=[CH:30][CH:29]=2)[O:11][C:10](=[O:12])[N:9]([C@H:13]([C:15]2[CH:16]=[CH:17][C:18]([C:21]3[CH:26]=[CH:25][C:24](=[O:27])[N:23]([CH3:35])[CH:22]=3)=[CH:19][CH:20]=2)[CH3:14])[CH2:8][CH2:7]1)[CH:4]=[CH2:5]. The yield is 0.690. (5) The reactants are [CH3:1][C:2]1[CH:9]=[N:8][CH:7]=[CH:6][C:3]=1[C:4]#[N:5].CO[CH:12](OC)[N:13]([CH3:15])[CH3:14]. The catalyst is CN(C=O)C. The product is [CH3:12][N:13]([CH3:15])/[CH:14]=[CH:1]/[C:2]1[CH:9]=[N:8][CH:7]=[CH:6][C:3]=1[C:4]#[N:5]. The yield is 0.544.